Task: Predict the reactants needed to synthesize the given product.. Dataset: Full USPTO retrosynthesis dataset with 1.9M reactions from patents (1976-2016) (1) Given the product [ClH:1].[ClH:35].[Cl:1][C:2]1[N:7]=[CH:6][C:5]([C:8]2[C:9](=[O:34])[NH:10][C:11](=[O:33])[N:12]([CH2:14][CH2:15][CH2:16][N:17]3[CH2:22][C@H:21]4[C@:19]([C:23]5[CH:28]=[CH:27][C:26]([C:29]([F:32])([F:31])[F:30])=[CH:25][CH:24]=5)([CH2:20]4)[CH2:18]3)[CH:13]=2)=[CH:4][CH:3]=1, predict the reactants needed to synthesize it. The reactants are: [Cl:1][C:2]1[N:7]=[CH:6][C:5]([C:8]2[C:9](=[O:34])[NH:10][C:11](=[O:33])[N:12]([CH2:14][CH2:15][CH2:16][N:17]3[CH2:22][C@H:21]4[C@:19]([C:23]5[CH:28]=[CH:27][C:26]([C:29]([F:32])([F:31])[F:30])=[CH:25][CH:24]=5)([CH2:20]4)[CH2:18]3)[CH:13]=2)=[CH:4][CH:3]=1.[ClH:35]. (2) Given the product [CH3:1][O:2][C:3](=[O:26])[CH2:4][C:5]1[C:14]([CH3:15])=[C:13]([C:28]2[CH:33]=[CH:32][C:31]([S:34][C:35]3[CH:40]=[CH:39][CH:38]=[C:37]([Cl:41])[CH:36]=3)=[CH:30][CH:29]=2)[C:12]2[C:7](=[CH:8][CH:9]=[C:10]([Cl:25])[CH:11]=2)[CH:6]=1, predict the reactants needed to synthesize it. The reactants are: [CH3:1][O:2][C:3](=[O:26])[CH2:4][C:5]1[C:14]([CH3:15])=[C:13](B2OC(C)(C)C(C)(C)O2)[C:12]2[C:7](=[CH:8][CH:9]=[C:10]([Cl:25])[CH:11]=2)[CH:6]=1.Br[C:28]1[CH:33]=[CH:32][C:31]([S:34][C:35]2[CH:40]=[CH:39][CH:38]=[C:37]([Cl:41])[CH:36]=2)=[CH:30][CH:29]=1.C(=O)(O)[O-].[Na+].O. (3) Given the product [Cl:9][C:10]1[CH:15]=[CH:14][C:13]([S:16]([N:19]2[C:28]3[CH:27]=[CH:26][CH:25]=[N:24][C:23]=3[C:22]3=[N:31][NH:4][CH:6]=[C:21]3[CH:20]2[CH3:30])(=[O:18])=[O:17])=[CH:12][CH:11]=1, predict the reactants needed to synthesize it. The reactants are: COC(OC)[N:4]([CH3:6])C.[Cl:9][C:10]1[CH:15]=[CH:14][C:13]([S:16]([N:19]2[C:28]3[C:23](=[N:24][CH:25]=[CH:26][CH:27]=3)[C:22](=O)[CH2:21][CH:20]2[CH3:30])(=[O:18])=[O:17])=[CH:12][CH:11]=1.[NH2:31]N.CC(O)=O. (4) Given the product [CH3:20][O:19][C:11]1[CH:10]=[C:9]([NH:8][C:4]2[N:5]=[CH:6][N:7]=[C:2]([NH:30][C:31]3[CH:32]=[CH:33][C:34]([NH:37][C:38](=[O:41])[CH:39]=[CH2:40])=[CH:35][CH:36]=3)[N:3]=2)[CH:14]=[C:13]([O:15][CH3:16])[C:12]=1[O:17][CH3:18], predict the reactants needed to synthesize it. The reactants are: Cl[C:2]1[N:7]=[CH:6][N:5]=[C:4]([NH:8][C:9]2[CH:14]=[C:13]([O:15][CH3:16])[C:12]([O:17][CH3:18])=[C:11]([O:19][CH3:20])[CH:10]=2)[N:3]=1.CCN(C(C)C)C(C)C.[NH2:30][C:31]1[CH:36]=[CH:35][C:34]([NH:37][C:38](=[O:41])[CH:39]=[CH2:40])=[CH:33][CH:32]=1. (5) Given the product [CH2:1]([O:3][C:4]([C:6]1[C:10]2[CH:11]=[CH:12][C:13]([O:15][CH2:16][C:17]3[CH:22]=[CH:21][CH:20]=[CH:19][CH:18]=3)=[CH:14][C:9]=2[O:8][N:7]=1)=[O:5])[CH3:2], predict the reactants needed to synthesize it. The reactants are: [CH2:1]([O:3][C:4]([C:6]1[C:10]2[CH:11]=[CH:12][C:13]([OH:15])=[CH:14][C:9]=2[O:8][N:7]=1)=[O:5])[CH3:2].[CH2:16](Cl)[C:17]1[CH:22]=[CH:21][CH:20]=[CH:19][CH:18]=1.C([O-])([O-])=O.[Cs+].[Cs+].